From a dataset of Full USPTO retrosynthesis dataset with 1.9M reactions from patents (1976-2016). Predict the reactants needed to synthesize the given product. (1) Given the product [F:17][C:18]([F:30])([F:31])[C:19]1[CH:20]=[C:21]([NH:22][C:10](=[O:12])[C:9]2[CH:13]=[C:5]([CH:4]=[C:3]([C:1]#[N:2])[C:15]#[N:16])[CH:6]=[CH:7][C:8]=2[OH:14])[CH:23]=[C:24]([C:26]([F:27])([F:29])[F:28])[CH:25]=1, predict the reactants needed to synthesize it. The reactants are: [C:1]([C:3]([C:15]#[N:16])=[CH:4][C:5]1[CH:6]=[CH:7][C:8]([OH:14])=[C:9]([CH:13]=1)[C:10]([OH:12])=O)#[N:2].[F:17][C:18]([F:31])([F:30])[C:19]1[CH:20]=[C:21]([CH:23]=[C:24]([C:26]([F:29])([F:28])[F:27])[CH:25]=1)[NH2:22]. (2) Given the product [CH2:1]([O:3][C:4](=[O:32])[C:5]1[CH:6]=[CH:7][C:8]([N:11]2[C:19]3[C:14](=[CH:15][C:16]([C:20]([OH:22])=[O:21])=[CH:17][CH:18]=3)[C:13]([C:30]#[N:31])=[CH:12]2)=[CH:9][CH:10]=1)[CH3:2], predict the reactants needed to synthesize it. The reactants are: [CH2:1]([O:3][C:4](=[O:32])[C:5]1[CH:10]=[CH:9][C:8]([N:11]2[C:19]3[C:14](=[CH:15][C:16]([C:20]([O:22]CC4C=CC=CC=4)=[O:21])=[CH:17][CH:18]=3)[C:13]([C:30]#[N:31])=[CH:12]2)=[CH:7][CH:6]=1)[CH3:2].CO. (3) Given the product [CH3:35][O:36][C:4]1[CH:5]=[CH:6][C:1]([N:7]2[C:12](=[O:13])[C:11]3[S:14][CH:15]=[C:16]([C:17]4[CH:18]=[CH:19][CH:20]=[CH:21][CH:22]=4)[C:10]=3[N:9]=[CH:8]2)=[CH:2][CH:3]=1, predict the reactants needed to synthesize it. The reactants are: [C:1]1([N:7]2[C:12](=[O:13])[C:11]3[S:14][CH:15]=[C:16]([C:17]4[CH:22]=[CH:21][CH:20]=[CH:19][CH:18]=4)[C:10]=3[N:9]=[CH:8]2)[CH:6]=[CH:5][CH:4]=[CH:3][CH:2]=1.NC1C(C2C=CC=CC=2)=CSC=1[C:35](OC)=[O:36].C(OCC)(OCC)OCC.COC1C=CC(N)=CC=1. (4) Given the product [Cl:33][C:32]([Cl:35])([Cl:34])[CH2:31][O:30][C:28](=[O:29])[NH:24][C:7]1[N:8]([C:10]2[N:11]=[CH:12][N:13]([CH2:15][CH2:16][O:17][CH:18]3[CH2:23][CH2:22][CH2:21][CH2:20][O:19]3)[CH:14]=2)[N:9]=[C:5]([C:1]([CH3:4])([CH3:2])[CH3:3])[CH:6]=1, predict the reactants needed to synthesize it. The reactants are: [C:1]([C:5]1[CH:6]=[C:7]([NH2:24])[N:8]([C:10]2[N:11]=[CH:12][N:13]([CH2:15][CH2:16][O:17][CH:18]3[CH2:23][CH2:22][CH2:21][CH2:20][O:19]3)[CH:14]=2)[N:9]=1)([CH3:4])([CH3:3])[CH3:2].[OH-].[Na+].Cl[C:28]([O:30][CH2:31][C:32]([Cl:35])([Cl:34])[Cl:33])=[O:29]. (5) The reactants are: [CH2:1]([C:3]1[CH:4]=[C:5]([CH:9]([C:11]2[N:12]([CH3:22])[N:13]=[C:14]([C:16]3[CH:21]=[CH:20][CH:19]=[CH:18][CH:17]=3)[N:15]=2)O)[CH:6]=[CH:7][CH:8]=1)[CH3:2].CCN(CC)CC.CS([Cl:34])(=O)=O. Given the product [Cl:34][CH:9]([C:5]1[CH:6]=[CH:7][CH:8]=[C:3]([CH2:1][CH3:2])[CH:4]=1)[C:11]1[N:12]([CH3:22])[N:13]=[C:14]([C:16]2[CH:21]=[CH:20][CH:19]=[CH:18][CH:17]=2)[N:15]=1, predict the reactants needed to synthesize it. (6) Given the product [C:15]([CH2:14][C:13]1[O:10][C:9]2[CH:8]=[CH:7][C:4]([C:5]#[N:6])=[CH:3][C:2]=2[N:1]=1)#[N:16], predict the reactants needed to synthesize it. The reactants are: [NH2:1][C:2]1[CH:3]=[C:4]([CH:7]=[CH:8][C:9]=1[OH:10])[C:5]#[N:6].CO[C:13](OC)(OC)[CH2:14][C:15]#[N:16].